This data is from Full USPTO retrosynthesis dataset with 1.9M reactions from patents (1976-2016). The task is: Predict the reactants needed to synthesize the given product. Given the product [CH2:1]([O:8][C:9](=[O:36])[C@@H:10]([NH:28][C:29]([O:31][C:32]([CH3:35])([CH3:34])[CH3:33])=[O:30])[CH2:11][CH2:12][C:13]1[N:21]([CH2:22][CH2:23][CH2:24][CH2:25][CH3:26])[C:16]2[CH:17]=[CH:18][CH:19]=[CH:20][C:15]=2[N:14]=1)[C:2]1[CH:7]=[CH:6][CH:5]=[CH:4][CH:3]=1, predict the reactants needed to synthesize it. The reactants are: [CH2:1]([O:8][C:9](=[O:36])[CH:10]([NH:28][C:29]([O:31][C:32]([CH3:35])([CH3:34])[CH3:33])=[O:30])[CH2:11][CH2:12][C:13](=O)[NH:14][C:15]1[CH:20]=[CH:19][CH:18]=[CH:17][C:16]=1[NH:21][CH2:22][CH2:23][CH2:24][CH2:25][CH3:26])[C:2]1[CH:7]=[CH:6][CH:5]=[CH:4][CH:3]=1.